Task: Predict which catalyst facilitates the given reaction.. Dataset: Catalyst prediction with 721,799 reactions and 888 catalyst types from USPTO Reactant: [ClH:1].[NH2:2][C@@H:3]1[CH2:8][CH2:7][CH2:6][N:5]([C:9]([C:11]2[CH:34]=[CH:33][C:14]3[N:15]([CH3:32])[C:16]([C:18]4[N:26]([CH2:27][C:28]([F:31])([F:30])[F:29])[C:21]5=[N:22][CH:23]=[CH:24][CH:25]=[C:20]5[CH:19]=4)=[N:17][C:13]=3[CH:12]=2)=[O:10])[CH2:4]1. Product: [ClH:1].[NH2:2][C@@H:3]1[CH2:8][CH2:7][CH2:6][N:5]([C:9]([C:11]2[CH:34]=[CH:33][C:14]3[N:15]([CH3:32])[C:16]([C:18]4[N:26]([CH2:27][C:28]([F:31])([F:30])[F:29])[C:21]5=[N:22][CH:23]=[CH:24][CH:25]=[C:20]5[CH:19]=4)=[N:17][C:13]=3[CH:12]=2)=[O:10])[CH2:4]1. The catalyst class is: 459.